From a dataset of Forward reaction prediction with 1.9M reactions from USPTO patents (1976-2016). Predict the product of the given reaction. (1) The product is: [CH3:1][C:2]1([CH3:11])[C:4]([CH3:5])([CH3:6])[CH:3]1[NH:7][C:8]1[S:9][C:13]2([C:17](=[O:18])[N:10]=1)[CH2:16][CH2:15][CH2:14]2. Given the reactants [CH3:1][C:2]1([CH3:11])[C:4]([CH3:6])([CH3:5])[CH:3]1[NH:7][C:8]([NH2:10])=[S:9].Br[C:13]1([C:17](OCC)=[O:18])[CH2:16][CH2:15][CH2:14]1, predict the reaction product. (2) Given the reactants C(N(CC)CC)C.[C:8]1(=[O:14])[O:13][C:11](=[O:12])[CH:10]=[CH:9]1.[NH2:15][CH2:16][CH2:17][CH2:18][N:19]1[C:23]2=[N:24][CH:25]=[N:26][C:27]([NH2:28])=[C:22]2[C:21]([C:29]2[CH:34]=[CH:33][C:32]([O:35][C:36]3[C:41]([F:42])=[C:40]([F:43])[CH:39]=[C:38]([F:44])[C:37]=3[F:45])=[CH:31][C:30]=2[F:46])=[N:20]1, predict the reaction product. The product is: [NH2:28][C:27]1[N:26]=[CH:25][N:24]=[C:23]2[N:19]([CH2:18][CH2:17][CH2:16][NH:15][C:11](=[O:12])/[CH:10]=[CH:9]/[C:8]([OH:13])=[O:14])[N:20]=[C:21]([C:29]3[CH:34]=[CH:33][C:32]([O:35][C:36]4[C:41]([F:42])=[C:40]([F:43])[CH:39]=[C:38]([F:44])[C:37]=4[F:45])=[CH:31][C:30]=3[F:46])[C:22]=12. (3) Given the reactants [F:1][C:2]1[CH:7]=[CH:6][C:5]([N:8]2[C:16]3[C:11](=[CH:12][C:13]([O:17][C@@H:18]([C:22]4[CH:27]=[CH:26][CH:25]=[CH:24][CH:23]=4)[C@H:19]([NH2:21])[CH3:20])=[CH:14][CH:15]=3)[CH:10]=[N:9]2)=[CH:4][CH:3]=1.C(N(CC)CC)C.[CH:35]1([C:38](Cl)=[O:39])[CH2:37][CH2:36]1, predict the reaction product. The product is: [F:1][C:2]1[CH:3]=[CH:4][C:5]([N:8]2[C:16]3[C:11](=[CH:12][C:13]([O:17][C@H:18]([C:22]4[CH:23]=[CH:24][CH:25]=[CH:26][CH:27]=4)[C@@H:19]([NH:21][C:38]([CH:35]4[CH2:37][CH2:36]4)=[O:39])[CH3:20])=[CH:14][CH:15]=3)[CH:10]=[N:9]2)=[CH:6][CH:7]=1. (4) Given the reactants [NH2:1][C:2]1[C:3]([F:31])=[C:4]([C:8]2[N:9]=[C:10]([C:20]([NH:23][C:24](=[O:30])[O:25][C:26]([CH3:29])([CH3:28])[CH3:27])([CH3:22])[CH3:21])[S:11][C:12]=2[C:13]2[CH:18]=[CH:17][N:16]=[C:15]([Cl:19])[N:14]=2)[CH:5]=[CH:6][CH:7]=1.[O:32]1[CH:36]=[CH:35][C:34]([S:37](Cl)(=[O:39])=[O:38])=[CH:33]1, predict the reaction product. The product is: [Cl:19][C:15]1[N:14]=[C:13]([C:12]2[S:11][C:10]([C:20]([NH:23][C:24](=[O:30])[O:25][C:26]([CH3:29])([CH3:28])[CH3:27])([CH3:22])[CH3:21])=[N:9][C:8]=2[C:4]2[CH:5]=[CH:6][CH:7]=[C:2]([NH:1][S:37]([C:34]3[CH:35]=[CH:36][O:32][CH:33]=3)(=[O:39])=[O:38])[C:3]=2[F:31])[CH:18]=[CH:17][N:16]=1.